Dataset: Reaction yield outcomes from USPTO patents with 853,638 reactions. Task: Predict the reaction yield, written as a fraction of the theoretical maximum amount of product (1.0 means a 100% yield; for example, 0.34 means a 34% yield). (1) The reactants are [C:1]([C:5]1[O:9][N:8]=[C:7]([NH:10][C:11]([NH:13][C:14]2[CH:19]=[CH:18][CH:17]=[C:16]([O:20][C:21]3[C:30]4[C:25](=[CH:26][C:27]([O:35][CH3:36])=[C:28]([O:31][CH2:32][CH2:33]Cl)[CH:29]=4)[N:24]=[CH:23][N:22]=3)[CH:15]=2)=[O:12])[CH:6]=1)([CH3:4])([CH3:3])[CH3:2].[CH3:37][N:38]1[CH2:43][CH2:42][NH:41][CH2:40][CH2:39]1. No catalyst specified. The product is [C:1]([C:5]1[O:9][N:8]=[C:7]([NH:10][C:11]([NH:13][C:14]2[CH:19]=[CH:18][CH:17]=[C:16]([O:20][C:21]3[C:30]4[C:25](=[CH:26][C:27]([O:35][CH3:36])=[C:28]([O:31][CH2:32][CH2:33][N:41]5[CH2:42][CH2:43][N:38]([CH3:37])[CH2:39][CH2:40]5)[CH:29]=4)[N:24]=[CH:23][N:22]=3)[CH:15]=2)=[O:12])[CH:6]=1)([CH3:4])([CH3:3])[CH3:2]. The yield is 0.0800. (2) The reactants are C([O:8][C:9]1[CH:17]=[C:16]([O:18]CC2C=CC=CC=2)[C:15]([CH:26]([CH3:28])[CH3:27])=[CH:14][C:10]=1[C:11](O)=O)C1C=CC=CC=1.C(Cl)(=O)C(Cl)=O.C[N:36]([CH:38]=[O:39])C.[CH3:40][O:41][C:42]1[CH:47]=[CH:46][C:45]([NH2:48])=[CH:44][C:43]=1[N:49]([CH3:53])[CH2:50][CH2:51][CH3:52].C([N:56](CC)CC)C. The catalyst is ClCCl.C1COCC1.O.C(OCC)(=O)C. The product is [OH:39][C:38]1[N:48]([C:45]2[CH:46]=[CH:47][C:42]([O:41][CH3:40])=[C:43]([N:49]([CH3:53])[CH2:50][CH2:51][CH3:52])[CH:44]=2)[C:11]([C:10]2[CH:14]=[C:15]([CH:26]([CH3:27])[CH3:28])[C:16]([OH:18])=[CH:17][C:9]=2[OH:8])=[N:56][N:36]=1. The yield is 0.930. (3) The reactants are [OH:1][C:2]1[CH:11]=[C:10]2[C:5]([C:6]([O:12][C:13]3[C:14]([CH3:23])=[N:15][C:16]4[C:21]([CH:22]=3)=[CH:20][CH:19]=[CH:18][N:17]=4)=[CH:7][CH:8]=[N:9]2)=[CH:4][C:3]=1[O:24][CH3:25].C1(P(C2C=CC=CC=2)C2C=CC=CC=2)C=CC=CC=1.CC1(C)[O:51][CH2:50][CH:49]([CH2:52]O)[CH2:48][O:47]1.S(=O)(=O)(O)O.[OH-].[Na+]. The catalyst is O1CCCC1.O. The product is [CH3:25][O:24][C:3]1[CH:4]=[C:5]2[C:10](=[CH:11][C:2]=1[O:1][CH2:52][CH:49]([CH2:50][OH:51])[CH2:48][OH:47])[N:9]=[CH:8][CH:7]=[C:6]2[O:12][C:13]1[C:14]([CH3:23])=[N:15][C:16]2[C:21]([CH:22]=1)=[CH:20][CH:19]=[CH:18][N:17]=2. The yield is 0.390.